Dataset: Catalyst prediction with 721,799 reactions and 888 catalyst types from USPTO. Task: Predict which catalyst facilitates the given reaction. (1) Reactant: [CH2:1]([Mg]Br)[CH3:2].[CH3:5][O:6][C:7]1[N:12]2[N:13]=[C:14]([C:16]([F:22])([F:21])[C:17]([F:20])([F:19])[F:18])[CH:15]=[C:11]2[C:10]([CH:23]=[O:24])=[CH:9][CH:8]=1.[Cl-].[NH4+]. Product: [OH:24][CH:23]([C:10]1[C:11]2[N:12]([N:13]=[C:14]([C:16]([F:22])([F:21])[C:17]([F:18])([F:19])[F:20])[CH:15]=2)[C:7]([O:6][CH3:5])=[CH:8][CH:9]=1)[CH2:1][CH3:2]. The catalyst class is: 7. (2) Reactant: [F:1][C:2]1[C:7]([I:8])=[CH:6][CH:5]=[CH:4][C:3]=1[CH2:9][OH:10]. Product: [F:1][C:2]1[C:7]([I:8])=[CH:6][CH:5]=[CH:4][C:3]=1[CH:9]=[O:10]. The catalyst class is: 742. (3) Reactant: Cl[C:2]1[CH:7]=[C:6]([N:8]2[CH2:13][C@@H:12]([CH3:14])[O:11][C@@H:10]([CH3:15])[CH2:9]2)[N:5]=[C:4]([N:16]2[C:20]3[CH:21]=[CH:22][CH:23]=[C:24]([O:25][CH3:26])[C:19]=3[N:18]=[C:17]2[CH:27]([F:29])[F:28])[N:3]=1.[NH:30]1[CH2:35][CH2:34][O:33][CH2:32][CH2:31]1. Product: [F:28][CH:27]([F:29])[C:17]1[N:16]([C:4]2[N:5]=[C:6]([N:8]3[CH2:13][C@@H:12]([CH3:14])[O:11][C@@H:10]([CH3:15])[CH2:9]3)[CH:7]=[C:2]([N:30]3[CH2:35][CH2:34][O:33][CH2:32][CH2:31]3)[N:3]=2)[C:20]2[CH:21]=[CH:22][CH:23]=[C:24]([O:25][CH3:26])[C:19]=2[N:18]=1. The catalyst class is: 6. (4) Reactant: [C:1]([O:4][C@@H:5]1[CH:11]=[CH:10][C@H:9]([N:12]=[N+]=[N-])[C:6]21[CH2:8][CH2:7]2)(=[O:3])[CH3:2].C1(P(C2C=CC=CC=2)C2C=CC=CC=2)C=CC=CC=1. Product: [C:1]([O:4][C@@H:5]1[CH:11]=[CH:10][C@H:9]([NH2:12])[C:6]21[CH2:7][CH2:8]2)(=[O:3])[CH3:2]. The catalyst class is: 30. (5) Reactant: [CH3:1][CH2:2][CH2:3][CH2:4][NH:5][C:6]1[CH:7]=[C:8]([C:23]([OH:25])=[O:24])[CH:9]=[C:10]([S:19]([NH2:22])(=[O:21])=[O:20])[C:11]=1[O:12][C:13]1[CH:14]=[CH:15][CH:16]=[CH:17][CH:18]=1.[OH-].[CH2:27]([N+:43]([CH3:46])([CH3:45])[CH3:44])[CH2:28][CH2:29][CH2:30][CH2:31][CH2:32][CH2:33][CH2:34][CH2:35][CH2:36][CH2:37][CH2:38][CH2:39][CH2:40][CH2:41][CH3:42]. Product: [NH2:22][S:19]([C:10]1[CH:9]=[C:8]([CH:7]=[C:6]([NH:5][CH2:4][CH2:3][CH2:2][CH3:1])[C:11]=1[O:12][C:13]1[CH:14]=[CH:15][CH:16]=[CH:17][CH:18]=1)[C:23]([O-:25])=[O:24])(=[O:20])=[O:21].[CH2:27]([N+:43]([CH3:46])([CH3:44])[CH3:45])[CH2:28][CH2:29][CH2:30][CH2:31][CH2:32][CH2:33][CH2:34][CH2:35][CH2:36][CH2:37][CH2:38][CH2:39][CH2:40][CH2:41][CH3:42]. The catalyst class is: 6. (6) Reactant: [O:1]1[CH2:6][CH2:5][N:4]([C:7]2[CH:12]=[CH:11][C:10]([N:13]3[CH2:18][CH2:17][O:16][CH2:15][CH2:14]3)=[CH:9][C:8]=2[N+:19]([O-])=O)[CH2:3][CH2:2]1. Product: [O:1]1[CH2:6][CH2:5][N:4]([C:7]2[CH:12]=[CH:11][C:10]([N:13]3[CH2:14][CH2:15][O:16][CH2:17][CH2:18]3)=[CH:9][C:8]=2[NH2:19])[CH2:3][CH2:2]1. The catalyst class is: 25. (7) Reactant: [C:1]([O:5][C:6]([N:8]1[CH2:12][C@H:11]([OH:13])[CH2:10][C@H:9]1[C:14]([O:16][CH3:17])=[O:15])=[O:7])([CH3:4])([CH3:3])[CH3:2].N1C=CN=C1.[Si:23](Cl)([C:26]([CH3:29])([CH3:28])[CH3:27])([CH3:25])[CH3:24]. Product: [Si:23]([O:13][C@H:11]1[CH2:12][N:8]([C:6]([O:5][C:1]([CH3:4])([CH3:3])[CH3:2])=[O:7])[C@H:9]([C:14]([O:16][CH3:17])=[O:15])[CH2:10]1)([C:26]([CH3:29])([CH3:28])[CH3:27])([CH3:25])[CH3:24]. The catalyst class is: 3. (8) Reactant: [Cl:1][C:2]1[C:7]([N+:8]([O-:10])=[O:9])=[C:6](Cl)[C:5]([CH3:12])=[C:4]([CH3:13])[N:3]=1.C(N(CC)CC)C.[CH2:21]([NH2:25])[CH:22]([CH3:24])[CH3:23]. Product: [Cl:1][C:2]1[C:7]([N+:8]([O-:10])=[O:9])=[C:6]([NH:25][CH2:21][CH:22]([CH3:24])[CH3:23])[C:5]([CH3:12])=[C:4]([CH3:13])[N:3]=1. The catalyst class is: 9.